This data is from Catalyst prediction with 721,799 reactions and 888 catalyst types from USPTO. The task is: Predict which catalyst facilitates the given reaction. Product: [CH3:46][N:47]([CH2:2][CH:3]1[CH2:12][C:11]2[C:6]3=[C:7]([C:13]([C:15]4[C:16](=[O:30])[NH:17][C:18](=[O:29])[C:19]=4[C:20]4[C:28]5[C:23](=[CH:24][CH:25]=[CH:26][CH:27]=5)[NH:22][CH:21]=4)=[CH:14][N:5]3[CH2:4]1)[CH:8]=[CH:9][CH:10]=2)[CH3:48]. The catalyst class is: 54. Reactant: O[CH2:2][CH:3]1[CH2:12][C:11]2[C:6]3=[C:7]([C:13]([C:15]4[C:16](=[O:30])[NH:17][C:18](=[O:29])[C:19]=4[C:20]4[C:28]5[C:23](=[CH:24][CH:25]=[CH:26][CH:27]=5)[NH:22][CH:21]=4)=[CH:14][N:5]3[CH2:4]1)[CH:8]=[CH:9][CH:10]=2.CS(OS(C)(=O)=O)(=O)=O.N1C=CC=CC=1.[CH3:46][NH:47][CH3:48].